Predict the product of the given reaction. From a dataset of Forward reaction prediction with 1.9M reactions from USPTO patents (1976-2016). (1) The product is: [CH3:1][O:2][C:3]([C@@H:5]1[CH2:9][CH2:8][CH2:7][C@H:6]1[C:10](=[O:12])[NH:46][C:47]1[S:48][CH:49]=[C:50]([C:52]2[CH:53]=[CH:54][C:55]([C:56](=[O:57])[NH:58][CH:59]3[CH2:61][CH2:60]3)=[CH:62][CH:63]=2)[N:51]=1)=[O:4]. Given the reactants [CH3:1][O:2][C:3]([C@@H:5]1[CH2:9][CH2:8][CH2:7][C@H:6]1[C:10]([OH:12])=O)=[O:4].CN(C(ON1N=NC2C=CC=NC1=2)=[N+](C)C)C.F[P-](F)(F)(F)(F)F.CCN(C(C)C)C(C)C.[NH2:46][C:47]1[S:48][CH:49]=[C:50]([C:52]2[CH:63]=[CH:62][C:55]([C:56]([NH:58][CH:59]3[CH2:61][CH2:60]3)=[O:57])=[CH:54][CH:53]=2)[N:51]=1, predict the reaction product. (2) Given the reactants [CH3:1][C:2]1[CH:20]=[CH:19][C:5]([CH2:6][C:7]2[CH:8]=[CH:9][C:10]3[O:14][C:13](B(O)O)=[CH:12][C:11]=3[CH:18]=2)=[CH:4][CH:3]=1.Br[C:22]1[CH:36]=[CH:35][C:25]([CH2:26][N:27]2[CH2:30][CH:29]([C:31]([O:33][CH3:34])=[O:32])[CH2:28]2)=[CH:24][C:23]=1[F:37], predict the reaction product. The product is: [F:37][C:23]1[CH:24]=[C:25]([CH:35]=[CH:36][C:22]=1[C:13]1[O:14][C:10]2[CH:9]=[CH:8][C:7]([CH2:6][C:5]3[CH:19]=[CH:20][C:2]([CH3:1])=[CH:3][CH:4]=3)=[CH:18][C:11]=2[CH:12]=1)[CH2:26][N:27]1[CH2:28][CH:29]([C:31]([O:33][CH3:34])=[O:32])[CH2:30]1. (3) Given the reactants Cl[C:2]1[N:7]=[C:6]([N:8]2[CH2:13][CH2:12][O:11][CH2:10][CH2:9]2)[N:5]=[C:4]([C:14]2[CH:19]=[CH:18][C:17]([NH:20][C:21]([NH:23][CH2:24][CH3:25])=[O:22])=[CH:16][CH:15]=2)[CH:3]=1.[CH3:26][S:27]([C:30]1[CH:35]=[CH:34][CH:33]=[CH:32][C:31]=1B(O)O)(=[O:29])=[O:28], predict the reaction product. The product is: [CH2:24]([NH:23][C:21]([NH:20][C:17]1[CH:18]=[CH:19][C:14]([C:4]2[CH:3]=[C:2]([C:31]3[CH:32]=[CH:33][CH:34]=[CH:35][C:30]=3[S:27]([CH3:26])(=[O:29])=[O:28])[N:7]=[C:6]([N:8]3[CH2:13][CH2:12][O:11][CH2:10][CH2:9]3)[N:5]=2)=[CH:15][CH:16]=1)=[O:22])[CH3:25]. (4) Given the reactants [C:1]1(=O)[C:11]2=[C:12]3[C:7](=[CH:8][CH:9]=[CH:10]2)[CH:6]=[CH:5][CH:4]=[C:3]3[C:2]1=O.[NH2:15][C:16]1[CH:17]=[C:18]([CH:22]=[CH:23][C:24]=1[NH2:25])[C:19]([OH:21])=[O:20], predict the reaction product. The product is: [CH:4]1[C:3]2[C:2]3[C:1]([C:11]4[C:12]=2[C:7]([CH:8]=[CH:9][CH:10]=4)=[CH:6][CH:5]=1)=[N:15][C:16]1[C:24](=[CH:23][CH:22]=[C:18]([C:19]([OH:21])=[O:20])[CH:17]=1)[N:25]=3. (5) The product is: [F:40][C:39]1[N:34]2[N:33]=[C:32]([C:51]3[CH:56]=[CH:55][C:54]([F:57])=[CH:53][CH:52]=3)[C:31]([C:29]([N:28]([CH3:58])[C:26](=[O:27])[O:25][C:21]([CH3:22])([CH3:23])[CH3:24])=[O:30])=[C:35]2[CH:36]=[C:37]([C:41]2[CH:42]=[C:43]([C:44](=[O:45])[NH:11][C:8]3([C:2]4[CH:7]=[CH:6][CH:5]=[CH:4][CH:3]=4)[CH2:10][CH2:9]3)[CH:47]=[CH:48][C:49]=2[CH3:50])[CH:38]=1. Given the reactants Cl.[C:2]1([C:8]2([NH2:11])[CH2:10][CH2:9]2)[CH:7]=[CH:6][CH:5]=[CH:4][CH:3]=1.C(N(C(C)C)CC)(C)C.[C:21]([O:25][C:26]([N:28]([CH3:58])[C:29]([C:31]1[C:32]([C:51]2[CH:56]=[CH:55][C:54]([F:57])=[CH:53][CH:52]=2)=[N:33][N:34]2[C:39]([F:40])=[CH:38][C:37]([C:41]3[CH:42]=[C:43]([CH:47]=[CH:48][C:49]=3[CH3:50])[C:44](O)=[O:45])=[CH:36][C:35]=12)=[O:30])=[O:27])([CH3:24])([CH3:23])[CH3:22].CN(C(ON1N=NC2C=CC=NC1=2)=[N+](C)C)C.F[P-](F)(F)(F)(F)F, predict the reaction product. (6) The product is: [NH2:10][C@@H:11]([CH2:12][CH:13]1[CH2:14][CH2:15][CH2:16][CH2:17][CH2:18]1)[C:19]([NH:20][C@@H:21]([CH3:35])[CH2:22][NH:23][C:24]1[CH:29]=[CH:28][C:27]([O:30][C:31]([F:32])([F:33])[F:34])=[CH:26][CH:25]=1)=[O:36]. Given the reactants C(OC(=O)[NH:10][C@H:11]([C:19](=[O:36])[NH:20][C@@H:21]([CH3:35])[CH2:22][NH:23][C:24]1[CH:29]=[CH:28][C:27]([O:30][C:31]([F:34])([F:33])[F:32])=[CH:26][CH:25]=1)[CH2:12][CH:13]1[CH2:18][CH2:17][CH2:16][CH2:15][CH2:14]1)C1C=CC=CC=1, predict the reaction product. (7) Given the reactants [CH2:1]([O:3][CH:4]=[C:5]([CH3:8])[CH:6]=O)[CH3:2].[CH3:9][N:10]([CH3:12])[NH2:11].C(O)(=O)C, predict the reaction product. The product is: [CH3:9][N:10]([CH3:12])[N:11]=[CH:6][C:5]([CH3:8])=[CH:4][O:3][CH2:1][CH3:2].